The task is: Predict the product of the given reaction.. This data is from Forward reaction prediction with 1.9M reactions from USPTO patents (1976-2016). (1) Given the reactants [NH2:1][C:2]1[C:3]2[C:10]([C:11]3[CH:16]=[CH:15][C:14]([O:17][C:18]4[CH:23]=[CH:22][CH:21]=[CH:20][CH:19]=4)=[CH:13][CH:12]=3)=[CH:9][N:8]([CH:24]([CH3:30])[C:25]([O:27]CC)=[O:26])[C:4]=2[N:5]=[CH:6][N:7]=1.[OH-].[K+], predict the reaction product. The product is: [NH2:1][C:2]1[C:3]2[C:10]([C:11]3[CH:16]=[CH:15][C:14]([O:17][C:18]4[CH:23]=[CH:22][CH:21]=[CH:20][CH:19]=4)=[CH:13][CH:12]=3)=[CH:9][N:8]([CH:24]([CH3:30])[C:25]([OH:27])=[O:26])[C:4]=2[N:5]=[CH:6][N:7]=1. (2) Given the reactants C([O-])([O-])=O.[K+].[K+].Cl[C:8]1[C:17]2[C:12](=[CH:13][CH:14]=[CH:15][CH:16]=2)[C:11]([N+:18]([O-:20])=[O:19])=[CH:10][C:9]=1[N+:21]([O-:23])=[O:22].[C:24]([O:32][C:33]([CH3:36])([CH3:35])[CH3:34])(=[O:31])[CH2:25][C:26]([O:28][CH2:29][CH3:30])=[O:27], predict the reaction product. The product is: [N+:21]([C:9]1[CH:10]=[C:11]([N+:18]([O-:20])=[O:19])[C:12]2[C:17](=[CH:16][CH:15]=[CH:14][CH:13]=2)[C:8]=1[CH:25]([C:26]([O:28][CH2:29][CH3:30])=[O:27])[C:24]([O:32][C:33]([CH3:36])([CH3:34])[CH3:35])=[O:31])([O-:23])=[O:22]. (3) Given the reactants [CH3:1][O:2][C:3](=[O:18])[C@@H:4]([NH:10]C(OC(C)(C)C)=O)[CH2:5][S:6][CH2:7][CH:8]=[CH2:9].[ClH:19], predict the reaction product. The product is: [ClH:19].[CH3:1][O:2][C:3](=[O:18])[C@@H:4]([NH2:10])[CH2:5][S:6][CH2:7][CH:8]=[CH2:9]. (4) Given the reactants [Br:1][C:2]1[CH:7]=[CH:6][C:5]([NH:8][C:9]2[C:10]([C:24]([OH:26])=O)=[CH:11][C:12]3[N:16]([CH2:17][CH2:18][CH2:19][CH:20]=[CH2:21])[CH:15]=[N:14][C:13]=3[C:22]=2[F:23])=[C:4]([CH3:27])[CH:3]=1.CCN(C(C)C)C(C)C.C1CN([P+](ON2N=NC3C=[CH:58][CH:59]=[CH:60][C:55]2=3)(N2CCCC2)N2CCCC2)CC1.F[P-](F)(F)(F)(F)F.Cl.C1([N:74](C)[OH:75])CC1, predict the reaction product. The product is: [CH:59]1([CH2:58][O:75][NH:74][C:24]([C:10]2[C:9]([NH:8][C:5]3[CH:6]=[CH:7][C:2]([Br:1])=[CH:3][C:4]=3[CH3:27])=[C:22]([F:23])[C:13]3[N:14]=[CH:15][N:16]([CH2:17][CH2:18][CH2:19][CH:20]=[CH2:21])[C:12]=3[CH:11]=2)=[O:26])[CH2:60][CH2:55]1.